Dataset: Full USPTO retrosynthesis dataset with 1.9M reactions from patents (1976-2016). Task: Predict the reactants needed to synthesize the given product. (1) Given the product [F:1][C:2]1[CH:3]=[C:4]([C:8]2([CH2:28][CH2:29][N:30]3[C@H:35]4[CH2:36][CH2:37][C@@H:31]3[CH2:32][CH:33]([N:38]3[C:42]5[CH:43]=[CH:44][CH:45]=[CH:46][C:41]=5[N:40]=[C:39]3[CH3:47])[CH2:34]4)[CH2:13][CH2:12][N:11]([C:14](=[O:15])[C@@H:16]3[CH2:20][CH2:19][CH2:18][NH:17]3)[CH2:10][CH2:9]2)[CH:5]=[CH:6][CH:7]=1, predict the reactants needed to synthesize it. The reactants are: [F:1][C:2]1[CH:3]=[C:4]([C:8]2([CH2:28][CH2:29][N:30]3[C@H:35]4[CH2:36][CH2:37][C@@H:31]3[CH2:32][CH:33]([N:38]3[C:42]5[CH:43]=[CH:44][CH:45]=[CH:46][C:41]=5[N:40]=[C:39]3[CH3:47])[CH2:34]4)[CH2:13][CH2:12][N:11]([C:14]([C@@H:16]3[CH2:20][CH2:19][CH2:18][N:17]3C(OC(C)(C)C)=O)=[O:15])[CH2:10][CH2:9]2)[CH:5]=[CH:6][CH:7]=1.Cl. (2) Given the product [CH:1]([O:4][CH2:5][CH2:6][NH:7][S:8]([NH:11][C:12](=[O:39])[O:13][CH2:14][CH2:15][CH2:16][C:17]1[CH:22]=[CH:21][C:20]([OH:23])=[CH:19][C:18]=1[O:27][C:28]1[C:33]([Cl:34])=[CH:32][C:31]([C:35]([F:36])([F:38])[F:37])=[CH:30][N:29]=1)(=[O:10])=[O:9])([CH3:3])[CH3:2], predict the reactants needed to synthesize it. The reactants are: [CH:1]([O:4][CH2:5][CH2:6][NH:7][S:8]([NH:11][C:12](=[O:39])[O:13][CH2:14][CH2:15][CH2:16][C:17]1[CH:22]=[CH:21][C:20]([O:23]COC)=[CH:19][C:18]=1[O:27][C:28]1[C:33]([Cl:34])=[CH:32][C:31]([C:35]([F:38])([F:37])[F:36])=[CH:30][N:29]=1)(=[O:10])=[O:9])([CH3:3])[CH3:2].C(=O)([O-])O.[Na+].